Dataset: Full USPTO retrosynthesis dataset with 1.9M reactions from patents (1976-2016). Task: Predict the reactants needed to synthesize the given product. (1) Given the product [CH:32]1([CH2:31][CH:30]([N:4]2[C:3](=[O:15])[CH:2]=[C:25]([CH2:24][C:18]3[C:19]([F:23])=[CH:20][CH:21]=[CH:22][C:17]=3[F:16])[CH:6]=[N:5]2)[C:29]([OH:28])=[O:38])[CH2:36][CH2:35][CH2:34][CH2:33]1, predict the reactants needed to synthesize it. The reactants are: Cl[C:2]1[C:3](=[O:15])[N:4](C2CCCCO2)[N:5]=[CH:6]C=1Cl.[F:16][C:17]1[CH:22]=[CH:21][CH:20]=[C:19]([F:23])[C:18]=1[CH2:24][C:25]#N.C[O:28][C:29](=[O:38])[CH:30](Br)[CH2:31][CH:32]1[CH2:36][CH2:35][CH2:34][CH2:33]1. (2) Given the product [CH2:42]([C:25]1([C:23]2[N:22]=[CH:21][N:20]([C:1]([C:14]3[CH:19]=[CH:18][CH:17]=[CH:16][CH:15]=3)([C:2]3[CH:7]=[CH:6][CH:5]=[CH:4][CH:3]=3)[C:8]3[CH:9]=[CH:10][CH:11]=[CH:12][CH:13]=3)[CH:24]=2)[C:26](=[O:35])[C:27]2[C:32](=[CH:31][CH:30]=[CH:29][CH:28]=2)[C:33]1=[O:34])[CH3:43], predict the reactants needed to synthesize it. The reactants are: [C:1]([N:20]1[CH:24]=[C:23]([CH:25]2[C:33](=[O:34])[C:32]3[C:27](=[CH:28][CH:29]=[CH:30][CH:31]=3)[C:26]2=[O:35])[N:22]=[CH:21]1)([C:14]1[CH:19]=[CH:18][CH:17]=[CH:16][CH:15]=1)([C:8]1[CH:13]=[CH:12][CH:11]=[CH:10][CH:9]=1)[C:2]1[CH:7]=[CH:6][CH:5]=[CH:4][CH:3]=1.C(=O)([O-])[O-].[K+].[K+].[CH2:42](I)[CH3:43]. (3) Given the product [Cl:25][C:22]1[CH:23]=[CH:24][C:19]([NH:18][C:17]2[C:16](=[O:37])[C:15](=[O:38])[C:14]=2[NH:42][C:41]2[CH:43]=[CH:44][C:45]([F:47])=[CH:46][C:40]=2[F:39])=[C:20]([OH:36])[C:21]=1[S:26]([N:29]1[CH2:34][CH2:33][N:32]([CH3:35])[CH2:31][CH2:30]1)(=[O:28])=[O:27], predict the reactants needed to synthesize it. The reactants are: C1(C2C=CC=CC=2)C=CC=CC=1.Cl[C:14]1[C:15](=[O:38])[C:16](=[O:37])[C:17]=1[NH:18][C:19]1[CH:24]=[CH:23][C:22]([Cl:25])=[C:21]([S:26]([N:29]2[CH2:34][CH2:33][N:32]([CH3:35])[CH2:31][CH2:30]2)(=[O:28])=[O:27])[C:20]=1[OH:36].[F:39][C:40]1[CH:46]=[C:45]([F:47])[CH:44]=[CH:43][C:41]=1[NH2:42]. (4) Given the product [CH3:18][S:15]([C:12]1[CH:13]=[CH:14][C:9]([CH:7]2[CH2:6][NH:4][CH2:1][CH2:2][NH:3]2)=[CH:10][CH:11]=1)(=[O:17])=[O:16], predict the reactants needed to synthesize it. The reactants are: [CH2:1]([NH2:4])[CH2:2][NH2:3].Br[CH2:6][C:7]([C:9]1[CH:14]=[CH:13][C:12]([S:15]([CH3:18])(=[O:17])=[O:16])=[CH:11][CH:10]=1)=O.[BH4-].[Na+]. (5) Given the product [CH2:19]([C:21]1[CH:26]=[CH:25][C:24]([C:27]2[CH:28]=[C:29]3[C:33](=[CH:34][C:35]=2[C:36]2[CH:41]=[CH:40][C:39]([O:42][CH2:43][C:44]4[CH:45]=[CH:46][CH:47]=[CH:48][CH:49]=4)=[CH:38][CH:37]=2)[NH:32][N:31]=[C:30]3[NH:58][C:59](=[O:63])[CH2:60][CH2:61][CH3:62])=[CH:23][CH:22]=1)[CH3:20], predict the reactants needed to synthesize it. The reactants are: [F-].C([N+](CCCC)(CCCC)CCCC)CCC.[CH2:19]([C:21]1[CH:26]=[CH:25][C:24]([C:27]2[CH:28]=[C:29]3[C:33](=[CH:34][C:35]=2[C:36]2[CH:41]=[CH:40][C:39]([O:42][CH2:43][C:44]4[CH:49]=[CH:48][CH:47]=[CH:46][CH:45]=4)=[CH:38][CH:37]=2)[N:32](COCC[Si](C)(C)C)[N:31]=[C:30]3[NH:58][C:59](=[O:63])[CH2:60][CH2:61][CH3:62])=[CH:23][CH:22]=1)[CH3:20].C(OCC)(=O)C. (6) Given the product [Br:10][C:11]1[CH:17]=[C:16]2[C:14](=[CH:13][CH:12]=1)[NH:15][C@@H:6]([CH2:7][CH2:8][CH3:9])[CH2:5][C@H:4]2[NH:3][CH:18]=[O:22], predict the reactants needed to synthesize it. The reactants are: N1[C:5]2[CH:6]=[CH:7][CH:8]=[CH:9][C:4]=2[N:3]=N1.[Br:10][C:11]1[CH:17]=[CH:16][C:14]([NH2:15])=[CH:13][CH:12]=1.[CH:18](=[O:22])CCC.C(NC=O)=C. (7) Given the product [N:1]1([C:24]([O:25][CH2:26][C:27]2[CH:32]=[CH:31][CH:30]=[CH:29][CH:28]=2)=[O:33])[CH2:6][CH2:5][CH2:4][CH:3]([C:7]([O:9][CH2:10][CH3:11])=[O:8])[CH2:2]1, predict the reactants needed to synthesize it. The reactants are: [NH:1]1[CH2:6][CH2:5][CH2:4][CH:3]([C:7]([O:9][CH2:10][CH3:11])=[O:8])[CH2:2]1.C([O-])([O-])=O.[K+].[K+].C1COCC1.O.[C:24](Cl)(=[O:33])[O:25][CH2:26][C:27]1[CH:32]=[CH:31][CH:30]=[CH:29][CH:28]=1.